Predict which catalyst facilitates the given reaction. From a dataset of Catalyst prediction with 721,799 reactions and 888 catalyst types from USPTO. (1) Reactant: [CH2:1]([O:3][C:4]([C:6]1([C:9]2[CH:14]=[CH:13][C:12]([C:15]3[CH:20]=[CH:19][C:18]([C:21]4[S:22][C:23]([Cl:29])=[CH:24][C:25]=4C(=O)N)=[CH:17][CH:16]=3)=[CH:11][CH:10]=2)[CH2:8][CH2:7]1)=[O:5])[CH3:2].[Cl:30][C:31]1[CH:36]=[C:35]([F:37])[CH:34]=[CH:33][C:32]=1[C@H:38]([OH:40])[CH3:39].[N:41]1[CH:46]=CC=CC=1.FC(F)(F)C(OI(C1C=CC=CC=1)OC(=O)C(F)(F)F)=[O:50]. Product: [CH2:1]([O:3][C:4]([C:6]1([C:9]2[CH:10]=[CH:11][C:12]([C:15]3[CH:16]=[CH:17][C:18]([C:21]4[S:22][C:23]([Cl:29])=[CH:24][C:25]=4[NH:41][C:46]([O:40][C@@H:38]([C:32]4[CH:33]=[CH:34][C:35]([F:37])=[CH:36][C:31]=4[Cl:30])[CH3:39])=[O:50])=[CH:19][CH:20]=3)=[CH:13][CH:14]=2)[CH2:8][CH2:7]1)=[O:5])[CH3:2]. The catalyst class is: 11. (2) Reactant: [CH:1]([C:3]1[S:4][CH:5]=[CH:6][N:7]=1)=[O:2].[CH2:8](O)[CH2:9][CH2:10][OH:11].CC1C=CC(S(O)(=O)=O)=CC=1. Product: [O:2]1[CH2:8][CH2:9][CH2:10][O:11][CH:1]1[C:3]1[S:4][CH:5]=[CH:6][N:7]=1. The catalyst class is: 48. (3) Reactant: C([Li])CCC.Br[C:7]1[CH:8]=[C:9]([Cl:17])[C:10]2[O:14][CH:13]([CH3:15])[O:12][C:11]=2[CH:16]=1.Cl[Sn:19]([CH3:22])([CH3:21])[CH3:20]. Product: [Cl:17][C:9]1[C:10]2[O:14][CH:13]([CH3:15])[O:12][C:11]=2[CH:16]=[C:7]([Sn:19]([CH3:22])([CH3:21])[CH3:20])[CH:8]=1. The catalyst class is: 220. (4) Reactant: Cl.[CH3:2][O:3][C:4](=[O:27])[C@H:5]([CH2:7][C:8]1[CH:13]=[CH:12][C:11]([C:14]2[C:15](=[O:26])[N:16]([CH3:25])[C:17]([CH3:24])=[CH:18][C:19]=2[C:20]([F:23])([F:22])[F:21])=[CH:10][CH:9]=1)[NH2:6].[Cl:28][C:29]1[CH:37]=[CH:36][CH:35]=[C:34]([CH3:38])[C:30]=1[C:31](O)=[O:32].CN(C(ON1N=NC2C=CC=CC1=2)=[N+](C)C)C.F[P-](F)(F)(F)(F)F.CCN(C(C)C)C(C)C. Product: [CH3:2][O:3][C:4](=[O:27])[C@H:5]([CH2:7][C:8]1[CH:9]=[CH:10][C:11]([C:14]2[C:15](=[O:26])[N:16]([CH3:25])[C:17]([CH3:24])=[CH:18][C:19]=2[C:20]([F:21])([F:22])[F:23])=[CH:12][CH:13]=1)[NH:6][C:31]([C:30]1[C:34]([CH3:38])=[CH:35][CH:36]=[CH:37][C:29]=1[Cl:28])=[O:32]. The catalyst class is: 18. (5) Reactant: [CH2:1]([NH:3][C:4]([NH:6][C:7]1[CH:12]=[C:11]([NH:13][C:14]2[CH:23]=[CH:22][C:17]([C:18]([O:20]C)=[O:19])=[CH:16][CH:15]=2)[C:10]([C:24](=[O:32])[NH:25][C:26]2[CH:27]=[N:28][CH:29]=[CH:30][CH:31]=2)=[CH:9][N:8]=1)=[O:5])[CH3:2].O.[OH-].[Na+].Cl. Product: [CH2:1]([NH:3][C:4](=[O:5])[NH:6][C:7]1[CH:12]=[C:11]([NH:13][C:14]2[CH:15]=[CH:16][C:17]([C:18]([OH:20])=[O:19])=[CH:22][CH:23]=2)[C:10]([C:24](=[O:32])[NH:25][C:26]2[CH:27]=[N:28][CH:29]=[CH:30][CH:31]=2)=[CH:9][N:8]=1)[CH3:2]. The catalyst class is: 10. (6) Reactant: [C:1]1([CH2:7][CH2:8][CH2:9][CH:10]2[CH2:15][CH2:14][NH:13][CH2:12][CH2:11]2)[CH:6]=[CH:5][CH:4]=[CH:3][CH:2]=1.Br[CH2:17][C:18]1[N:22]([CH3:23])[N:21]([CH:24]2[CH2:28][CH2:27][CH2:26][CH2:25]2)[C:20](=[O:29])[C:19]=1[O:30][CH3:31].C(=O)([O-])[O-].[K+].[K+]. Product: [CH:24]1([N:21]2[C:20](=[O:29])[C:19]([O:30][CH3:31])=[C:18]([CH2:17][N:13]3[CH2:12][CH2:11][CH:10]([CH2:9][CH2:8][CH2:7][C:1]4[CH:6]=[CH:5][CH:4]=[CH:3][CH:2]=4)[CH2:15][CH2:14]3)[N:22]2[CH3:23])[CH2:25][CH2:26][CH2:27][CH2:28]1. The catalyst class is: 10. (7) Reactant: [CH3:1][CH2:2][CH2:3][CH2:4][C:5]1[N:9]([CH2:10][C:11]2[CH:12]=[CH:13][C:14]([C:17]3[CH:18]=[CH:19][CH:20]=[CH:21][C:22]=3[C:23]3[N:27]=[N:26][N-:25][N:24]=3)=[CH:15][CH:16]=2)[C:8]([CH2:28][OH:29])=[C:7]([Cl:30])[N:6]=1.[K+]. Product: [CH3:1][CH2:2][CH2:3][CH2:4][C:5]1[N:9]([CH2:10][C:11]2[CH:16]=[CH:15][C:14]([C:17]3[CH:18]=[CH:19][CH:20]=[CH:21][C:22]=3[C:23]3[N:27]=[N:26][NH:25][N:24]=3)=[CH:13][CH:12]=2)[C:8]([CH2:28][OH:29])=[C:7]([Cl:30])[N:6]=1. The catalyst class is: 6. (8) The catalyst class is: 245. Reactant: C(O[BH-](OC(=O)C)OC(=O)C)(=O)C.[Na+].[F:15][C:16]([F:52])([F:51])[C:17]1[CH:18]=[C:19]([CH:44]=[C:45]([C:47]([F:50])([F:49])[F:48])[CH:46]=1)[CH2:20][N:21]([C:38]1[N:39]=[N:40][N:41]([CH3:43])[N:42]=1)[C@H:22]1[CH2:28][CH2:27][CH2:26][NH:25][C:24]2[CH:29]=[C:30]([C:34]([F:37])([F:36])[F:35])[C:31]([CH3:33])=[CH:32][C:23]1=2.[O:53]1[CH2:58][CH2:57][C:56](=O)[CH2:55][CH2:54]1.C(O)(=O)C. Product: [F:52][C:16]([F:51])([F:15])[C:17]1[CH:18]=[C:19]([CH:44]=[C:45]([C:47]([F:50])([F:48])[F:49])[CH:46]=1)[CH2:20][N:21]([C@H:22]1[CH2:28][CH2:27][CH2:26][N:25]([CH:56]2[CH2:57][CH2:58][O:53][CH2:54][CH2:55]2)[C:24]2[CH:29]=[C:30]([C:34]([F:35])([F:36])[F:37])[C:31]([CH3:33])=[CH:32][C:23]1=2)[C:38]1[N:39]=[N:40][N:41]([CH3:43])[N:42]=1. (9) Reactant: [H-].[Na+].[OH:3][C:4]([CH3:10])([CH3:9])[C:5]([O:7][CH3:8])=[O:6].[Br:11][CH2:12][CH2:13][CH2:14][CH2:15][CH2:16][CH2:17]Br. Product: [Br:11][CH2:12][CH2:13][CH2:14][CH2:15][CH2:16][CH2:17][O:3][C:4]([CH3:10])([CH3:9])[C:5]([O:7][CH3:8])=[O:6]. The catalyst class is: 9. (10) Reactant: [C:1]1([CH3:19])[CH:6]=[CH:5][C:4]([S:7]([N:10]2[CH2:15][CH2:14][S:13][CH2:12][C@H:11]2[C:16]([OH:18])=[O:17])(=[O:9])=[O:8])=[CH:3][CH:2]=1.[CH3:20][CH2:21][CH:22](O)[C:23]1[CH:24]=[CH:25][CH:26]=[CH:27][CH:28]=1.C1CCC(N=C=NC2CCCCC2)CC1. Product: [C:23]1([CH2:22][CH2:21][CH2:20][O:17][C:16]([C@@H:11]2[CH2:12][S:13][CH2:14][CH2:15][N:10]2[S:7]([C:4]2[CH:3]=[CH:2][C:1]([CH3:19])=[CH:6][CH:5]=2)(=[O:9])=[O:8])=[O:18])[CH:24]=[CH:25][CH:26]=[CH:27][CH:28]=1. The catalyst class is: 79.